From a dataset of Forward reaction prediction with 1.9M reactions from USPTO patents (1976-2016). Predict the product of the given reaction. (1) The product is: [Br:12][CH2:13][CH2:14][CH2:15][CH2:16][N:3]1[CH:7]=[CH:6][CH:5]=[C:4]1[C:8]([O:10][CH3:11])=[O:9]. Given the reactants [H-].[Na+].[NH:3]1[CH:7]=[CH:6][CH:5]=[C:4]1[C:8]([O:10][CH3:11])=[O:9].[Br:12][CH2:13][CH2:14][CH2:15][CH2:16]Br, predict the reaction product. (2) Given the reactants [NH2:1][C:2]1[C:3]([OH:12])=[C:4]([CH:9]=[CH:10][CH:11]=1)[C:5]([O:7][CH3:8])=[O:6].N1C=CC=CC=1.[N:19]1[CH:24]=[CH:23][CH:22]=[C:21]([C:25]2[CH:26]=[C:27]([CH:31]=[CH:32][CH:33]=2)[C:28](Cl)=[O:29])[CH:20]=1, predict the reaction product. The product is: [OH:12][C:3]1[C:2]([NH:1][C:28](=[O:29])[C:27]2[CH:31]=[CH:32][CH:33]=[C:25]([C:21]3[CH:20]=[N:19][CH:24]=[CH:23][CH:22]=3)[CH:26]=2)=[CH:11][CH:10]=[CH:9][C:4]=1[C:5]([O:7][CH3:8])=[O:6]. (3) Given the reactants [C:1]([SiH2:5][O:6][C:7]([CH3:13])([CH3:12])[C:8](=[CH2:11])[CH2:9][OH:10])([CH3:4])([CH3:3])[CH3:2].C[N+]1([O-])CCOCC1, predict the reaction product. The product is: [C:1]([SiH2:5][O:6][C:7]([CH3:13])([CH3:12])[C:8](=[CH2:11])[CH:9]=[O:10])([CH3:4])([CH3:3])[CH3:2]. (4) Given the reactants C(O[CH:4](O)[C:5]([C:7]1[CH:8]=[C:9]([NH:13][S:14]([C:17]2[CH:22]=[CH:21][CH:20]=[CH:19][CH:18]=2)(=[O:16])=[O:15])[CH:10]=[CH:11][CH:12]=1)=[O:6])C.Cl.[NH2:25][C:26]([CH3:41])([CH3:40])[CH2:27][CH2:28][N:29]1[C:33]2[CH:34]=[CH:35][CH:36]=[CH:37][C:32]=2[N:31]([CH3:38])[C:30]1=[O:39].C(N(CC)CC)C.[BH4-].[Na+], predict the reaction product. The product is: [CH3:41][C:26]([NH:25][CH2:4][CH:5]([C:7]1[CH:8]=[C:9]([NH:13][S:14]([C:17]2[CH:18]=[CH:19][CH:20]=[CH:21][CH:22]=2)(=[O:15])=[O:16])[CH:10]=[CH:11][CH:12]=1)[OH:6])([CH3:40])[CH2:27][CH2:28][N:29]1[C:33]2[CH:34]=[CH:35][CH:36]=[CH:37][C:32]=2[N:31]([CH3:38])[C:30]1=[O:39].